Dataset: Full USPTO retrosynthesis dataset with 1.9M reactions from patents (1976-2016). Task: Predict the reactants needed to synthesize the given product. (1) Given the product [Cl:33][C:18]1[CH:17]=[C:16]([NH:15][C:13]2[C:14]3[N:6]([CH2:5][CH2:4][NH:3][S:46]([CH2:45][S:42]([CH3:41])(=[O:44])=[O:43])(=[O:48])=[O:47])[CH:7]=[CH:8][C:9]=3[N:10]=[CH:11][N:12]=2)[CH:21]=[CH:20][C:19]=1[O:22][C:23]1[CH:28]=[CH:27][CH:26]=[C:25]([C:29]([F:32])([F:31])[F:30])[CH:24]=1, predict the reactants needed to synthesize it. The reactants are: Cl.Cl.[NH2:3][CH2:4][CH2:5][N:6]1[C:14]2[C:13]([NH:15][C:16]3[CH:21]=[CH:20][C:19]([O:22][C:23]4[CH:28]=[CH:27][CH:26]=[C:25]([C:29]([F:32])([F:31])[F:30])[CH:24]=4)=[C:18]([Cl:33])[CH:17]=3)=[N:12][CH:11]=[N:10][C:9]=2[CH:8]=[CH:7]1.CN1CCOCC1.[CH3:41][S:42]([CH2:45][S:46](Cl)(=[O:48])=[O:47])(=[O:44])=[O:43].C(=O)([O-])O.[Na+]. (2) Given the product [C:1]([C:5]1[CH:6]=[CH:7][C:8]([OH:21])=[C:9]([C:11]2[N:12]=[N:13][C:14]([C:17]([F:19])([F:20])[F:18])=[CH:15][CH:16]=2)[CH:10]=1)([CH3:4])([CH3:2])[CH3:3], predict the reactants needed to synthesize it. The reactants are: [C:1]([C:5]1[CH:6]=[CH:7][C:8]([O:21]COCCOC)=[C:9]([C:11]2[N:12]=[N:13][C:14]([C:17]([F:20])([F:19])[F:18])=[CH:15][CH:16]=2)[CH:10]=1)([CH3:4])([CH3:3])[CH3:2]. (3) Given the product [Cl:19][C:16]1[CH:15]=[N:14][C:13]([C:6]2[CH:7]=[CH:8][C:3]([CH:1]=[O:2])=[CH:4][CH:5]=2)=[N:18][CH:17]=1, predict the reactants needed to synthesize it. The reactants are: [CH:1]([C:3]1[CH:8]=[CH:7][C:6](B(O)O)=[CH:5][CH:4]=1)=[O:2].Cl[C:13]1[N:18]=[CH:17][C:16]([Cl:19])=[CH:15][N:14]=1.